This data is from Forward reaction prediction with 1.9M reactions from USPTO patents (1976-2016). The task is: Predict the product of the given reaction. (1) Given the reactants C([O:8][C:9]1[CH:14]=[CH:13][N:12]([C:15]2[CH:16]=[CH:17][C:18]3[N:22]=[C:21]([CH:23]4[CH2:25][CH:24]4[C:26]([OH:29])([CH3:28])[CH3:27])[N:20]([CH3:30])[C:19]=3[CH:31]=2)[C:11](=[O:32])[CH:10]=1)C1C=CC=CC=1, predict the reaction product. The product is: [OH:8][C:9]1[CH:14]=[CH:13][N:12]([C:15]2[CH:16]=[CH:17][C:18]3[N:22]=[C:21]([CH:23]4[CH2:25][CH:24]4[C:26]([OH:29])([CH3:27])[CH3:28])[N:20]([CH3:30])[C:19]=3[CH:31]=2)[C:11](=[O:32])[CH:10]=1. (2) Given the reactants [NH2:1][C@H:2]1[CH2:11][CH2:10][C:9]2[C:8]([S:12]([NH:15][C:16]3[CH:21]=[CH:20][CH:19]=[CH:18][CH:17]=3)(=[O:14])=[O:13])=[CH:7][CH:6]=[C:5]([O:22][CH3:23])[C:4]=2[CH2:3]1.C(N(CC)CC)C.Cl[C:32]([O:34][CH2:35][CH3:36])=[O:33], predict the reaction product. The product is: [NH:15]([S:12]([C:8]1[CH:7]=[CH:6][C:5]([O:22][CH3:23])=[C:4]2[C:9]=1[CH2:10][CH2:11][C@H:2]([NH:1][C:32](=[O:33])[O:34][CH2:35][CH3:36])[CH2:3]2)(=[O:13])=[O:14])[C:16]1[CH:17]=[CH:18][CH:19]=[CH:20][CH:21]=1.